This data is from Reaction yield outcomes from USPTO patents with 853,638 reactions. The task is: Predict the reaction yield, written as a fraction of the theoretical maximum amount of product (1.0 means a 100% yield; for example, 0.34 means a 34% yield). The reactants are C[O:2][C:3]1[CH:12]=[C:11]2[C:6]([CH:7]=[C:8]([C:14]([OH:16])=[O:15])[C:9]([CH3:13])=[N:10]2)=[CH:5][CH:4]=1. The catalyst is Br. The product is [OH:2][C:3]1[CH:12]=[C:11]2[C:6]([CH:7]=[C:8]([C:14]([OH:16])=[O:15])[C:9]([CH3:13])=[N:10]2)=[CH:5][CH:4]=1. The yield is 0.910.